The task is: Predict the reactants needed to synthesize the given product.. This data is from Full USPTO retrosynthesis dataset with 1.9M reactions from patents (1976-2016). (1) Given the product [F:10][C:11]([F:30])([F:31])[C:12]1[CH:17]=[CH:16][C:15]([C:18]([F:19])([F:20])[F:21])=[CH:14][C:13]=1[CH:22]([CH2:27][CH2:28][CH3:29])[CH2:23][OH:24], predict the reactants needed to synthesize it. The reactants are: CC(C[AlH]CC(C)C)C.[F:10][C:11]([F:31])([F:30])[C:12]1[CH:17]=[CH:16][C:15]([C:18]([F:21])([F:20])[F:19])=[CH:14][C:13]=1[CH:22]([CH2:27][CH2:28][CH3:29])[C:23](OC)=[O:24].C(C(C(C([O-])=O)O)O)([O-])=O.[K+].[Na+]. (2) Given the product [NH2:15][C:10]1[O:11][CH2:12][C@@H:13]([F:14])[C@:8]([C:6]2[CH:7]=[C:2]([NH:1][C:25]([C:22]3[CH:21]=[CH:20][C:19]([Cl:18])=[CH:24][N:23]=3)=[O:26])[CH:3]=[CH:4][C:5]=2[F:17])([CH3:16])[N:9]=1, predict the reactants needed to synthesize it. The reactants are: [NH2:1][C:2]1[CH:3]=[CH:4][C:5]([F:17])=[C:6]([C@:8]2([CH3:16])[C@H:13]([F:14])[CH2:12][O:11][C:10]([NH2:15])=[N:9]2)[CH:7]=1.[Cl:18][C:19]1[CH:20]=[CH:21][C:22]([C:25](O)=[O:26])=[N:23][CH:24]=1.